Predict the reactants needed to synthesize the given product. From a dataset of Full USPTO retrosynthesis dataset with 1.9M reactions from patents (1976-2016). (1) Given the product [C:13]([NH:12][C:4]1[S:5][C:6]([C:7]2[CH:11]=[N:10][N:9]([S:54]([CH:51]3[CH2:50][CH2:49][N:48]([C:38]([O:40][CH2:41][C:42]4[CH:47]=[CH:46][CH:45]=[CH:44][CH:43]=4)=[O:39])[CH2:53][CH2:52]3)(=[O:55])=[O:56])[CH:8]=2)=[C:2]([CH3:1])[N:3]=1)(=[O:15])[CH3:14], predict the reactants needed to synthesize it. The reactants are: [CH3:1][C:2]1[N:3]=[C:4]([NH:12][C:13](=[O:15])[CH3:14])[S:5][C:6]=1[C:7]1[CH:8]=[N:9][NH:10][CH:11]=1.C(N1C=C(C2SC(NC(=O)C)=NC=2C)C=N1)C1C=CC=CC=1.[C:38]([N:48]1[CH2:53][CH2:52][CH:51]([S:54](Cl)(=[O:56])=[O:55])[CH2:50][CH2:49]1)([O:40][CH2:41][C:42]1[CH:47]=[CH:46][CH:45]=[CH:44][CH:43]=1)=[O:39]. (2) Given the product [OH:1][C:2]1[N:6]([C:7]2[CH:15]=[CH:14][C:10]([C:11]([NH:33][C:30]3([CH:27]4[CH2:28][CH2:29][O:24][CH2:25][CH2:26]4)[CH2:32][CH2:31]3)=[O:12])=[CH:9][N:8]=2)[N:5]=[CH:4][C:3]=1[C:16]1[CH:21]=[CH:20][N:19]=[C:18]([O:22][CH3:23])[CH:17]=1, predict the reactants needed to synthesize it. The reactants are: [OH:1][C:2]1[N:6]([C:7]2[CH:15]=[CH:14][C:10]([C:11](O)=[O:12])=[CH:9][N:8]=2)[N:5]=[CH:4][C:3]=1[C:16]1[CH:21]=[CH:20][N:19]=[C:18]([O:22][CH3:23])[CH:17]=1.[O:24]1[CH2:29][CH2:28][CH:27]([C:30]2([NH2:33])[CH2:32][CH2:31]2)[CH2:26][CH2:25]1. (3) Given the product [C:18]([O:22][C:23](=[O:31])[NH:24][CH:25]1[NH:34][CH2:29][CH2:28][N:27]([C:12]2[N:11]=[C:10]([Cl:15])[N:9]=[C:8]3[C:13]=2[N:5]([CH2:1][C:2]#[C:3][CH3:4])[C:6](=[O:17])[N:7]3[CH3:16])[CH2:26]1)([CH3:21])([CH3:20])[CH3:19], predict the reactants needed to synthesize it. The reactants are: [CH2:1]([N:5]1[C:13]2[C:8](=[N:9][C:10]([Cl:15])=[N:11][C:12]=2Cl)[N:7]([CH3:16])[C:6]1=[O:17])[C:2]#[C:3][CH3:4].[C:18]([O:22][C:23](=[O:31])[NH:24][CH:25]1C[CH2:29][CH2:28][NH:27][CH2:26]1)([CH3:21])([CH3:20])[CH3:19].C([N:34](CC)CC)C.O. (4) Given the product [CH3:6][CH:5]([CH3:7])[C@@H:4]([N:8]1[CH2:16][C:15]2[C:10](=[CH:11][C:12]([C:17]3[CH:22]=[CH:21][C:20]([NH:23][C:24]([NH:26][C:27]4[CH:32]=[CH:31][CH:30]=[C:29]([C:33]([F:36])([F:34])[F:35])[CH:28]=4)=[O:25])=[CH:19][CH:18]=3)=[CH:13][CH:14]=2)[C:9]1=[O:37])[C:3]([OH:38])=[O:2], predict the reactants needed to synthesize it. The reactants are: C[O:2][C:3](=[O:38])[C@H:4]([N:8]1[CH2:16][C:15]2[C:10](=[CH:11][C:12]([C:17]3[CH:22]=[CH:21][C:20]([NH:23][C:24]([NH:26][C:27]4[CH:32]=[CH:31][CH:30]=[C:29]([C:33]([F:36])([F:35])[F:34])[CH:28]=4)=[O:25])=[CH:19][CH:18]=3)=[CH:13][CH:14]=2)[C:9]1=[O:37])[CH:5]([CH3:7])[CH3:6].CO.[Li+].[OH-].Cl. (5) Given the product [CH3:34][C:35]1([CH3:48])[CH2:44][CH2:43][C:42]([CH3:46])([CH3:45])[C:41]2[CH:40]=[C:39]([CH:47]=[O:29])[CH:38]=[CH:37][C:36]1=2, predict the reactants needed to synthesize it. The reactants are: O=[N+]([O-])[O-].[O-][N+](=O)[O-].[O-][N+](=O)[O-].[O-][N+](=O)[O-].[O-][N+](=O)[O-].[O-][N+](=O)[O-].[Ce+4].[NH4+].[NH4+].[N+]([O-])([O-])=[O:29].[NH4+].[Ce].[CH3:34][C:35]1([CH3:48])[CH2:44][CH2:43][C:42]([CH3:46])([CH3:45])[C:41]2[CH:40]=[C:39]([CH3:47])[CH:38]=[CH:37][C:36]1=2. (6) Given the product [C:39]([O:22][C:11]12[C:14]3[C:19](=[CH:18][CH:17]=[CH:16][CH:15]=3)[C:20](=[O:21])[C:10]1([O:23][C:28](=[O:31])[CH3:29])[C:9]1[CH:8]=[C:7]([C:24]([CH3:27])([CH3:26])[CH3:25])[CH:6]=[C:5]([C:1]([CH3:4])([CH3:3])[CH3:2])[C:13]=1[O:12]2)(=[O:38])[CH3:40], predict the reactants needed to synthesize it. The reactants are: [C:1]([C:5]1[C:13]2[O:12][C:11]3([OH:22])[C:14]4[C:19]([C:20](=[O:21])[C:10]3([OH:23])[C:9]=2[CH:8]=[C:7]([C:24]([CH3:27])([CH3:26])[CH3:25])[CH:6]=1)=[CH:18][CH:17]=[CH:16][CH:15]=4)([CH3:4])([CH3:3])[CH3:2].[C:28]([OH:31])(=O)[CH3:29].N1C=CC=CC=1.[O:38]1CC[CH2:40][CH2:39]1.